Dataset: Forward reaction prediction with 1.9M reactions from USPTO patents (1976-2016). Task: Predict the product of the given reaction. (1) Given the reactants [C:1]([O:4][C@@H:5]([CH3:24])[CH2:6][CH2:7][CH2:8][CH2:9][N:10]1[C:19](=[O:20])[C:18]2[NH:17][C:16]([CH2:21][OH:22])=[N:15][C:14]=2[N:13]([CH3:23])[C:11]1=[O:12])(=[O:3])[CH3:2].C(=O)([O-])[O-].[K+].[K+].[CH2:31](Br)[C:32]1[CH:37]=[CH:36][CH:35]=[CH:34][CH:33]=1, predict the reaction product. The product is: [C:1]([O:4][C@@H:5]([CH3:24])[CH2:6][CH2:7][CH2:8][CH2:9][N:10]1[C:19](=[O:20])[C:18]2[N:17]([CH2:31][C:32]3[CH:37]=[CH:36][CH:35]=[CH:34][CH:33]=3)[C:16]([CH2:21][OH:22])=[N:15][C:14]=2[N:13]([CH3:23])[C:11]1=[O:12])(=[O:3])[CH3:2]. (2) Given the reactants [CH2:1]([O:8][C:9]1[CH:16]=[CH:15][C:12]([CH:13]=[O:14])=[C:11]([OH:17])[CH:10]=1)[C:2]1[CH:7]=[CH:6][CH:5]=[CH:4][CH:3]=1.[BH4-].[Na+], predict the reaction product. The product is: [CH2:1]([O:8][C:9]1[CH:10]=[C:11]([OH:17])[C:12](=[CH:15][CH:16]=1)[CH2:13][OH:14])[C:2]1[CH:3]=[CH:4][CH:5]=[CH:6][CH:7]=1. (3) Given the reactants [F:1][C:2]1[C:10]([F:11])=[C:9]2[C:5]([C:6](=[O:13])C(=O)[NH:8]2)=[CH:4][CH:3]=1.[OH-:14].[Na+].OO.Cl, predict the reaction product. The product is: [NH2:8][C:9]1[C:10]([F:11])=[C:2]([F:1])[CH:3]=[CH:4][C:5]=1[C:6]([OH:13])=[O:14]. (4) Given the reactants C([Li])CCC.Br[C:7]1[CH:8]=[N:9][N:10]([CH:12]2[CH2:17][CH2:16][CH2:15][CH2:14][O:13]2)[CH:11]=1.CO[B:20](OC)OC.[CH3:25][C:26]([OH:32])([C:28]([CH3:31])([OH:30])[CH3:29])[CH3:27].B(O)O, predict the reaction product. The product is: [O:13]1[CH2:14][CH2:15][CH2:16][CH2:17][CH:12]1[N:10]1[CH:11]=[C:7]([B:20]2[O:32][C:26]([CH3:27])([CH3:25])[C:28]([CH3:31])([CH3:29])[O:30]2)[CH:8]=[N:9]1. (5) Given the reactants C(C1(CN)C2C=CC=CC=2OC2C1=CC=CC=2)CCCCC.[N:23]([CH2:26][C:27]1([CH2:41][O:42][CH2:43][CH2:44][O:45][CH3:46])[C:40]2[CH:39]=[CH:38][CH:37]=[CH:36][C:35]=2[O:34][C:33]2[C:28]1=[CH:29][CH:30]=[CH:31][CH:32]=2)=[N+]=[N-], predict the reaction product. The product is: [CH3:46][O:45][CH2:44][CH2:43][O:42][CH2:41][C:27]1([CH2:26][NH2:23])[C:40]2[CH:39]=[CH:38][CH:37]=[CH:36][C:35]=2[O:34][C:33]2[C:28]1=[CH:29][CH:30]=[CH:31][CH:32]=2.